Predict the reaction yield, written as a fraction of the theoretical maximum amount of product (1.0 means a 100% yield; for example, 0.34 means a 34% yield). From a dataset of Reaction yield outcomes from USPTO patents with 853,638 reactions. The reactants are [NH2:1][C:2]1[S:3][C:4]([Cl:16])=[CH:5][C:6]=1[C:7]([C:9]1[CH:14]=[CH:13][C:12]([F:15])=[CH:11][CH:10]=1)=O.[F:17][C:18]([F:26])([F:25])[C:19](=[O:24])[CH2:20][C:21](=O)[CH3:22]. The catalyst is C(O)(=O)C.S(=O)(=O)(O)O. The product is [Cl:16][C:4]1[S:3][C:2]2=[N:1][C:21]([CH3:22])=[C:20]([C:19](=[O:24])[C:18]([F:26])([F:25])[F:17])[C:7]([C:9]3[CH:14]=[CH:13][C:12]([F:15])=[CH:11][CH:10]=3)=[C:6]2[CH:5]=1. The yield is 0.110.